Dataset: Forward reaction prediction with 1.9M reactions from USPTO patents (1976-2016). Task: Predict the product of the given reaction. (1) Given the reactants [NH2:1][C:2]1[CH:3]=[C:4]([CH:7]=[CH:8][C:9]=1[O:10][CH:11]([CH3:13])[CH3:12])[C:5]#[N:6].[N:14]([C:17]1[C:25]2[N:24]=[CH:23][N:22]([CH3:26])[C:21]=2[CH:20]=[CH:19][CH:18]=1)=[C:15]=[S:16].COC1C=CN=CC=1NC(NC1C2N=CN(C)C=2C=CC=1)=S, predict the reaction product. The product is: [C:5]([C:4]1[CH:7]=[CH:8][C:9]([O:10][CH:11]([CH3:13])[CH3:12])=[C:2]([NH:1][C:15]([NH:14][C:17]2[C:25]3[N:24]=[CH:23][N:22]([CH3:26])[C:21]=3[CH:20]=[CH:19][CH:18]=2)=[S:16])[CH:3]=1)#[N:6]. (2) Given the reactants [OH:1][C:2]1[CH:3]=[C:4]([C:9]([N:11]2[CH2:16][CH2:15][O:14][CH2:13][CH2:12]2)=[O:10])[CH:5]=[CH:6][C:7]=1[I:8].C(=O)([O-])[O-].[K+].[K+].FC(F)(F)S(O[CH2:29][C:30]([F:33])([F:32])[F:31])(=O)=O, predict the reaction product. The product is: [I:8][C:7]1[CH:6]=[CH:5][C:4]([C:9]([N:11]2[CH2:12][CH2:13][O:14][CH2:15][CH2:16]2)=[O:10])=[CH:3][C:2]=1[O:1][CH2:29][C:30]([F:33])([F:32])[F:31].